Task: Binary Classification. Given two protein amino acid sequences, predict whether they physically interact or not.. Dataset: Human Reference Interactome with 51,813 positive PPI pairs across 8,248 proteins, plus equal number of experimentally-validated negative pairs Protein 1 (ENSG00000177243) has sequence MRIHYLLFALLFLFLVPVPGHGGIINTLQKYYCRVRGGRCAVLSCLPKEEQIGKCSTRGRKCCRRKK*. Protein 2 (ENSG00000099875) has sequence MVQKKPAELQGFHRSFKGQNPFELAFSLDQPDHGDSDFGLQCSARPDMPASQPIDIPDAKKRGKKKKRGRATDSFSGRFEDVYQLQEDVLGEGAHARVQTCINLITSQEYAVKIIEKQPGHIRSRVFREVEMLYQCQGHRNVLELIEFFEEEDRFYLVFEKMRGGSILSHIHKRRHFNELEASVVVQDVASALDFLHNKGIAHRDLKPENILCEHPNQVSPVKICDFDLGSGIKLNGDCSPISTPELLTPCGSAEYMAPEVVEAFSEEASIYDKRCDLWSLGVILYILLSGYPPFVGRCG.... Result: 0 (the proteins do not interact).